This data is from NCI-60 drug combinations with 297,098 pairs across 59 cell lines. The task is: Regression. Given two drug SMILES strings and cell line genomic features, predict the synergy score measuring deviation from expected non-interaction effect. (1) Drug 1: CC1=C(C=C(C=C1)C(=O)NC2=CC(=CC(=C2)C(F)(F)F)N3C=C(N=C3)C)NC4=NC=CC(=N4)C5=CN=CC=C5. Drug 2: C1=NC2=C(N=C(N=C2N1C3C(C(C(O3)CO)O)F)Cl)N. Cell line: NCI-H226. Synergy scores: CSS=-3.34, Synergy_ZIP=1.53, Synergy_Bliss=0.294, Synergy_Loewe=-4.75, Synergy_HSA=-4.28. (2) Drug 1: C1=CC(=C2C(=C1NCCNCCO)C(=O)C3=C(C=CC(=C3C2=O)O)O)NCCNCCO. Drug 2: C1=NC2=C(N=C(N=C2N1C3C(C(C(O3)CO)O)F)Cl)N. Cell line: CCRF-CEM. Synergy scores: CSS=83.2, Synergy_ZIP=1.00, Synergy_Bliss=0.705, Synergy_Loewe=-1.60, Synergy_HSA=2.71. (3) Drug 1: CCC1(CC2CC(C3=C(CCN(C2)C1)C4=CC=CC=C4N3)(C5=C(C=C6C(=C5)C78CCN9C7C(C=CC9)(C(C(C8N6C=O)(C(=O)OC)O)OC(=O)C)CC)OC)C(=O)OC)O.OS(=O)(=O)O. Drug 2: C1=NC2=C(N=C(N=C2N1C3C(C(C(O3)CO)O)O)F)N. Cell line: LOX IMVI. Synergy scores: CSS=46.1, Synergy_ZIP=-4.73, Synergy_Bliss=-5.85, Synergy_Loewe=-59.2, Synergy_HSA=-4.74. (4) Drug 1: CC(CN1CC(=O)NC(=O)C1)N2CC(=O)NC(=O)C2. Drug 2: CCCS(=O)(=O)NC1=C(C(=C(C=C1)F)C(=O)C2=CNC3=C2C=C(C=N3)C4=CC=C(C=C4)Cl)F. Cell line: MDA-MB-231. Synergy scores: CSS=1.67, Synergy_ZIP=-3.41, Synergy_Bliss=-1.46, Synergy_Loewe=-4.02, Synergy_HSA=-3.32. (5) Drug 1: C1=CC(=CC=C1CCCC(=O)O)N(CCCl)CCCl. Drug 2: C(=O)(N)NO. Cell line: NCI-H460. Synergy scores: CSS=40.1, Synergy_ZIP=-3.56, Synergy_Bliss=-0.526, Synergy_Loewe=-5.90, Synergy_HSA=2.17. (6) Drug 1: CS(=O)(=O)C1=CC(=C(C=C1)C(=O)NC2=CC(=C(C=C2)Cl)C3=CC=CC=N3)Cl. Drug 2: CCC1=C2CN3C(=CC4=C(C3=O)COC(=O)C4(CC)O)C2=NC5=C1C=C(C=C5)O. Cell line: HOP-92. Synergy scores: CSS=43.9, Synergy_ZIP=2.47, Synergy_Bliss=5.11, Synergy_Loewe=-36.5, Synergy_HSA=5.91.